From a dataset of Full USPTO retrosynthesis dataset with 1.9M reactions from patents (1976-2016). Predict the reactants needed to synthesize the given product. (1) Given the product [NH2:8][C@H:9]([CH3:39])[C@H:10]([NH:15][C:16](=[O:38])[C:17]1[CH:22]=[CH:21][C:20]([C:23]#[C:24][C:25]#[C:26][C:27]2[CH:32]=[CH:31][C:30]([NH:33][S:34]([CH3:37])(=[O:35])=[O:36])=[CH:29][CH:28]=2)=[CH:19][CH:18]=1)[C:11]([NH:40][OH:41])=[O:12], predict the reactants needed to synthesize it. The reactants are: C(O)(C(F)(F)F)=O.[NH2:8][C@H:9]([CH3:39])[C@H:10]([NH:15][C:16](=[O:38])[C:17]1[CH:22]=[CH:21][C:20]([C:23]#[C:24][C:25]#[C:26][C:27]2[CH:32]=[CH:31][C:30]([NH:33][S:34]([CH3:37])(=[O:36])=[O:35])=[CH:29][CH:28]=2)=[CH:19][CH:18]=1)[C:11](OC)=[O:12].[NH2:40][OH:41]. (2) Given the product [CH:35]([C:38]1[CH:43]=[CH:42][C:41]([NH:44][NH:45][C:12](=[O:14])[CH2:11][CH2:10][CH2:9][O:8][Si:1]([C:4]([CH3:5])([CH3:6])[CH3:7])([CH3:2])[CH3:3])=[CH:40][CH:39]=1)([CH3:37])[CH3:36], predict the reactants needed to synthesize it. The reactants are: [Si:1]([O:8][CH2:9][CH2:10][CH2:11][C:12]([OH:14])=O)([C:4]([CH3:7])([CH3:6])[CH3:5])([CH3:3])[CH3:2].CCN(C(C)C)C(C)C.C1C=CC2N(O)N=NC=2C=1.Cl.[CH:35]([C:38]1[CH:43]=[CH:42][C:41]([NH:44][NH2:45])=[CH:40][CH:39]=1)([CH3:37])[CH3:36]. (3) The reactants are: [Br:1][C:2]1[CH:36]=[CH:35][C:5]([CH2:6][O:7][C:8]2[CH:13]=[CH:12][CH:11]=[CH:10][C:9]=2[CH2:14][CH2:15][N:16]([CH2:24][C:25]2[CH:34]=[CH:33][C:28]([C:29]([O:31][CH3:32])=[O:30])=[CH:27][CH:26]=2)C(OC(C)(C)C)=O)=[CH:4][CH:3]=1.FC(F)(F)C(O)=O.C(=O)(O)[O-].[Na+]. Given the product [Br:1][C:2]1[CH:3]=[CH:4][C:5]([CH2:6][O:7][C:8]2[CH:13]=[CH:12][CH:11]=[CH:10][C:9]=2[CH2:14][CH2:15][NH:16][CH2:24][C:25]2[CH:26]=[CH:27][C:28]([C:29]([O:31][CH3:32])=[O:30])=[CH:33][CH:34]=2)=[CH:35][CH:36]=1, predict the reactants needed to synthesize it. (4) Given the product [CH3:8][CH:7]([C@H:4]1[NH:3][C:12](=[O:13])[CH2:11][O:6][CH2:5]1)[CH3:9], predict the reactants needed to synthesize it. The reactants are: [H-].[Na+].[NH2:3][C@H:4]([CH:7]([CH3:9])[CH3:8])[CH2:5][OH:6].Cl[CH2:11][C:12](Cl)=[O:13].[NH4+].[Cl-].